From a dataset of Forward reaction prediction with 1.9M reactions from USPTO patents (1976-2016). Predict the product of the given reaction. Given the reactants C(O[C:6]([N:8](C)[NH:9][C:10]([C@@H:12]1[CH2:18][CH2:17][C@@H:16]2[CH2:19][N:13]1[C:14](=[O:25])[N:15]2[O:20][S:21]([O-:24])(=[O:23])=[O:22])=[O:11])=O)(C)(C)C.C([N+](CCCC)(CCCC)CCCC)CCC.FC(F)(F)C(O)=O, predict the reaction product. The product is: [CH3:6][NH:8][NH:9][C:10]([C@@H:12]1[CH2:18][CH2:17][C@@H:16]2[CH2:19][N:13]1[C:14](=[O:25])[N:15]2[O:20][S:21]([OH:24])(=[O:23])=[O:22])=[O:11].